This data is from hERG Central: cardiac toxicity at 1µM, 10µM, and general inhibition. The task is: Predict hERG channel inhibition at various concentrations. (1) The compound is Cc1ccc2cc(CN(CCN(C)C)C(=O)Nc3ccc(Cl)cc3)c(=O)[nH]c2c1. Results: hERG_inhib (hERG inhibition (general)): blocker. (2) The compound is COc1ccc2ccccc2c1CNCCc1ccccc1.Cl. Results: hERG_inhib (hERG inhibition (general)): blocker.